Dataset: Forward reaction prediction with 1.9M reactions from USPTO patents (1976-2016). Task: Predict the product of the given reaction. Given the reactants C(=O)([O-])[O-].[K+].[K+].[CH2:7]([O:9][CH2:10][O:11][C:12]1[CH:17]=[C:16]([O:18][CH2:19][O:20][CH2:21][CH3:22])[CH:15]=[CH:14][C:13]=1[OH:23])[CH3:8].I[CH:25]([CH3:27])[CH3:26], predict the reaction product. The product is: [CH2:7]([O:9][CH2:10][O:11][C:12]1[CH:17]=[C:16]([O:18][CH2:19][O:20][CH2:21][CH3:22])[CH:15]=[CH:14][C:13]=1[O:23][CH:25]([CH3:27])[CH3:26])[CH3:8].